This data is from Catalyst prediction with 721,799 reactions and 888 catalyst types from USPTO. The task is: Predict which catalyst facilitates the given reaction. Reactant: [F:1][C:2]1[CH:7]=[CH:6][C:5]([OH:8])=[CH:4][CH:3]=1.[H-].[Na+].[Br:11][C:12]1[CH:13]=[C:14]([N+]([O-])=O)[C:15]([C:18]#[N:19])=[N:16][CH:17]=1.O. Product: [Br:11][C:12]1[CH:13]=[C:14]([O:8][C:5]2[CH:6]=[CH:7][C:2]([F:1])=[CH:3][CH:4]=2)[C:15]([C:18]#[N:19])=[N:16][CH:17]=1. The catalyst class is: 3.